Dataset: Full USPTO retrosynthesis dataset with 1.9M reactions from patents (1976-2016). Task: Predict the reactants needed to synthesize the given product. (1) The reactants are: [OH:1][C@@H:2]1[C@@H:6]([CH2:7][OH:8])[O:5][C@@H:4]([N:9]2[CH:14]=[C:13]3[CH:15]=[C:16]([C:18]4[CH:23]=[CH:22][C:21]([CH2:24][CH2:25][CH2:26][CH2:27][CH3:28])=[CH:20][CH:19]=4)[O:17][C:12]3=[N:11][C:10]2=[O:29])[CH2:3]1.N1C=CC=CC=1.[O:36]([C:38]1[CH:59]=[CH:58][C:41]([C:42](Cl)([C:51]2[CH:56]=[CH:55][CH:54]=[CH:53][CH:52]=2)[C:43]2[CH:48]=[CH:47][C:46]([O:49][CH3:50])=[CH:45][CH:44]=2)=[CH:40][CH:39]=1)[CH3:37]. Given the product [CH3:50][O:49][C:46]1[CH:45]=[CH:44][C:43]([C:42]([C:41]2[CH:40]=[CH:39][C:38]([O:36][CH3:37])=[CH:59][CH:58]=2)([C:51]2[CH:56]=[CH:55][CH:54]=[CH:53][CH:52]=2)[O:8][CH2:7][C@H:6]2[O:5][C@@H:4]([N:9]3[CH:14]=[C:13]4[CH:15]=[C:16]([C:18]5[CH:19]=[CH:20][C:21]([CH2:24][CH2:25][CH2:26][CH2:27][CH3:28])=[CH:22][CH:23]=5)[O:17][C:12]4=[N:11][C:10]3=[O:29])[CH2:3][C@@H:2]2[OH:1])=[CH:48][CH:47]=1, predict the reactants needed to synthesize it. (2) Given the product [C:1]1([C@:11]2([CH2:12][OH:17])[CH2:16][CH:15]2[CH2:14][OH:13])[C:10]2[C:5](=[CH:6][CH:7]=[CH:8][CH:9]=2)[CH:4]=[CH:3][CH:2]=1, predict the reactants needed to synthesize it. The reactants are: [C:1]1([C@:11]23[CH2:16][CH:15]2[CH2:14][O:13][C:12]3=[O:17])[C:10]2[C:5](=[CH:6][CH:7]=[CH:8][CH:9]=2)[CH:4]=[CH:3][CH:2]=1.ClCCl. (3) Given the product [Br:19][CH2:20][CH2:21][CH2:22][O:1][C:2]1[CH:3]=[CH:4][C:5]2[O:10][CH2:9][C:8](=[O:11])[NH:7][C:6]=2[CH:12]=1, predict the reactants needed to synthesize it. The reactants are: [OH:1][C:2]1[CH:3]=[CH:4][C:5]2[O:10][CH2:9][C:8](=[O:11])[NH:7][C:6]=2[CH:12]=1.C(=O)([O-])[O-].[K+].[K+].[Br:19][CH2:20][CH2:21][CH2:22]Br. (4) Given the product [CH:1]1([C:7]2[C:11]([CH2:12][CH2:13][CH2:14][O:15][C:28]3[C:27]([F:26])=[CH:32][CH:31]=[CH:30][C:29]=3[CH2:33][C:34]([OH:36])=[O:35])=[CH:10][N:9]([C:16]3[CH:21]=[CH:20][C:19]([C:22]([F:23])([F:24])[F:25])=[CH:18][N:17]=3)[N:8]=2)[CH2:6][CH2:5][CH2:4][CH2:3][CH2:2]1, predict the reactants needed to synthesize it. The reactants are: [CH:1]1([C:7]2[C:11]([CH2:12][CH2:13][CH2:14][OH:15])=[CH:10][N:9]([C:16]3[CH:21]=[CH:20][C:19]([C:22]([F:25])([F:24])[F:23])=[CH:18][N:17]=3)[N:8]=2)[CH2:6][CH2:5][CH2:4][CH2:3][CH2:2]1.[F:26][C:27]1[C:28](O)=[C:29]([CH2:33][C:34]([O:36]C)=[O:35])[CH:30]=[CH:31][CH:32]=1.C(P(CCCC)CCCC)CCC.N(C(N1CCCCC1)=O)=NC(N1CCCCC1)=O. (5) The reactants are: [NH2:1][C:2]1[C:10]([N+:11]([O-])=O)=[CH:9][CH:8]=[CH:7][C:3]=1[C:4]([OH:6])=[O:5].[OH-].[Na+].O.NN. Given the product [NH2:1][C:2]1[C:10]([NH2:11])=[CH:9][CH:8]=[CH:7][C:3]=1[C:4]([OH:6])=[O:5], predict the reactants needed to synthesize it. (6) Given the product [CH:1]1([CH2:6][CH2:7][CH2:8][CH:9]=[O:10])[CH2:5][CH2:4][CH2:3][CH2:2]1, predict the reactants needed to synthesize it. The reactants are: [CH:1]1([CH2:6][CH2:7][CH2:8][CH:9]2OCC[O:10]2)[CH2:5][CH2:4][CH2:3][CH2:2]1.CC(O)=O.